Dataset: Catalyst prediction with 721,799 reactions and 888 catalyst types from USPTO. Task: Predict which catalyst facilitates the given reaction. (1) Reactant: [H-].[Na+].[Br:3][C:4]1[CH:5]=[C:6]([NH2:13])[C:7]2[N:8]([CH:10]=[CH:11][N:12]=2)[CH:9]=1.Br[CH2:15][CH2:16][O:17][CH2:18][CH2:19]Br. Product: [Br:3][C:4]1[CH:5]=[C:6]([N:13]2[CH2:19][CH2:18][O:17][CH2:16][CH2:15]2)[C:7]2[N:8]([CH:10]=[CH:11][N:12]=2)[CH:9]=1. The catalyst class is: 3. (2) Reactant: C([O:3][C:4]([C:6]1[NH:7][C:8]2[C:13]([CH:14]=1)=[CH:12][C:11]([CH:15]([N:17]1[CH2:21][CH2:20][CH2:19][CH2:18]1)[CH3:16])=[CH:10][CH:9]=2)=[O:5])C.[OH-].[Na+].Cl. Product: [N:17]1([CH:15]([C:11]2[CH:12]=[C:13]3[C:8](=[CH:9][CH:10]=2)[NH:7][C:6]([C:4]([OH:5])=[O:3])=[CH:14]3)[CH3:16])[CH2:21][CH2:20][CH2:19][CH2:18]1. The catalyst class is: 1. (3) Reactant: [CH2:1]([NH:8][C@@H:9]([CH3:15])[C:10]([O:12][CH2:13][CH3:14])=[O:11])[C:2]1[CH:7]=[CH:6][CH:5]=[CH:4][CH:3]=1.C(N(CC)CC)C.[C:23]([O:27][C:28](O[C:28]([O:27][C:23]([CH3:26])([CH3:25])[CH3:24])=[O:29])=[O:29])([CH3:26])([CH3:25])[CH3:24]. Product: [CH2:1]([N:8]([C:28]([O:27][C:23]([CH3:26])([CH3:25])[CH3:24])=[O:29])[C@@H:9]([CH3:15])[C:10]([O:12][CH2:13][CH3:14])=[O:11])[C:2]1[CH:7]=[CH:6][CH:5]=[CH:4][CH:3]=1. The catalyst class is: 42. (4) Reactant: N(C(OCC)=O)=NC(OCC)=O.[N:13]1[CH:18]=[CH:17][C:16]([N:19]2[CH2:24][CH2:23][CH:22]([OH:25])[CH2:21][CH2:20]2)=[CH:15][CH:14]=1.[C:26]([O:30][C:31]([NH:33][C:34]1[CH:35]=[C:36](O)[CH:37]=[CH:38][CH:39]=1)=[O:32])([CH3:29])([CH3:28])[CH3:27].C1(P(C2C=CC=CC=2)C2C=CC=CC=2)C=CC=CC=1. Product: [N:13]1[CH:18]=[CH:17][C:16]([N:19]2[CH2:24][CH2:23][CH:22]([O:25][C:38]3[CH:39]=[C:34]([NH:33][C:31](=[O:32])[O:30][C:26]([CH3:28])([CH3:27])[CH3:29])[CH:35]=[CH:36][CH:37]=3)[CH2:21][CH2:20]2)=[CH:15][CH:14]=1. The catalyst class is: 1. (5) Product: [O:23]=[C:22]([N:25]1[CH2:29][CH2:28][CH2:27][CH2:26]1)[CH2:21][CH:18]1[CH2:19][CH2:20][N:16]([CH2:15][CH2:14][C:9]2[CH:10]=[CH:11][CH:12]=[CH:13][C:8]=2[N:3]2[CH2:4][CH2:5][CH2:6][CH2:7][C:2]2=[O:1])[CH2:17]1. The catalyst class is: 4. Reactant: [O:1]=[C:2]1[CH2:7][CH2:6][CH2:5][CH2:4][N:3]1[C:8]1[CH:13]=[CH:12][CH:11]=[CH:10][C:9]=1[CH2:14][CH2:15][N:16]1[CH2:20][CH2:19][CH:18]([CH2:21][C:22](O)=[O:23])[CH2:17]1.[NH:25]1[CH2:29][CH2:28][CH2:27][CH2:26]1.C1(N=C=NC2CCCCC2)CCCCC1.OC1C2N=NNC=2C=CC=1.C(N(C(C)C)CC)(C)C. (6) Reactant: ClC1C=CC=C(C(OO)=[O:9])C=1.[Cl:12][C:13]1[CH:14]=[C:15]([CH:36]=[C:37]([Cl:39])[CH:38]=1)[O:16][C:17]1[N:22]=[C:21]([C:23]2[CH:24]=[C:25]([CH:33]=[CH:34][CH:35]=2)[C:26]([NH:28][CH2:29][CH2:30][S:31][CH3:32])=[O:27])[CH:20]=[CH:19][CH:18]=1.C(=O)(O)[O-].[Na+]. Product: [Cl:39][C:37]1[CH:36]=[C:15]([CH:14]=[C:13]([Cl:12])[CH:38]=1)[O:16][C:17]1[N:22]=[C:21]([C:23]2[CH:24]=[C:25]([CH:33]=[CH:34][CH:35]=2)[C:26]([NH:28][CH2:29][CH2:30][S:31]([CH3:32])=[O:9])=[O:27])[CH:20]=[CH:19][CH:18]=1. The catalyst class is: 2. (7) Reactant: [C:1]([O:5][C:6](=[O:33])[NH:7][C@H:8]([C:24]1[CH:29]=[CH:28][C:27]([O:30][CH3:31])=[C:26]([CH3:32])[CH:25]=1)[C:9](N1[C@H](CC2C=CC=CC=2)COC1=O)=[O:10])([CH3:4])([CH3:3])[CH3:2].[OH:34]O.O.[OH-].[Li+]. Product: [C:1]([O:5][C:6]([NH:7][C@H:8]([C:24]1[CH:29]=[CH:28][C:27]([O:30][CH3:31])=[C:26]([CH3:32])[CH:25]=1)[C:9]([OH:10])=[O:34])=[O:33])([CH3:2])([CH3:3])[CH3:4]. The catalyst class is: 6.